This data is from Peptide-MHC class II binding affinity with 134,281 pairs from IEDB. The task is: Regression. Given a peptide amino acid sequence and an MHC pseudo amino acid sequence, predict their binding affinity value. This is MHC class II binding data. (1) The peptide sequence is TEFTSVSTNTGNLKF. The MHC is DRB1_0101 with pseudo-sequence DRB1_0101. The binding affinity (normalized) is 0.898. (2) The peptide sequence is SVAGRVDGLELKKLG. The MHC is HLA-DQA10201-DQB10402 with pseudo-sequence HLA-DQA10201-DQB10402. The binding affinity (normalized) is 0.399.